Dataset: Reaction yield outcomes from USPTO patents with 853,638 reactions. Task: Predict the reaction yield, written as a fraction of the theoretical maximum amount of product (1.0 means a 100% yield; for example, 0.34 means a 34% yield). (1) The reactants are [Br:1][C:2]1[C:3]([NH:16][C:17]2[CH:21]=[C:20]([CH:22]3[CH2:24][CH2:23]3)[NH:19][N:18]=2)=[N:4][C:5]([C:8]2[S:12][C:11]([C:13]([OH:15])=O)=[CH:10][CH:9]=2)=[N:6][CH:7]=1.[NH2:25][CH2:26][CH2:27][NH:28][C:29](=[O:31])[CH3:30].CCN=C=NCCCN(C)C.C1C=CC2N(O)N=NC=2C=1.CCN(C(C)C)C(C)C. The catalyst is CN(C=O)C. The product is [C:29]([NH:28][CH2:27][CH2:26][NH:25][C:13]([C:11]1[S:12][C:8]([C:5]2[N:4]=[C:3]([NH:16][C:17]3[CH:21]=[C:20]([CH:22]4[CH2:23][CH2:24]4)[NH:19][N:18]=3)[C:2]([Br:1])=[CH:7][N:6]=2)=[CH:9][CH:10]=1)=[O:15])(=[O:31])[CH3:30]. The yield is 0.683. (2) The reactants are [CH2:1]([C:3]1[CH2:4][CH:5]2[CH:8]([CH:9]=1)[C:7](=[C:10]([C:18]([O:20][C:21]([CH3:24])([CH3:23])[CH3:22])=[O:19])[C:11]([O:13][C:14]([CH3:17])([CH3:16])[CH3:15])=[O:12])[CH2:6]2)[CH3:2].C1CCN2C(=NCCC2)CC1.[N+:36]([CH3:39])([O-:38])=[O:37]. The catalyst is C1(C)C=CC=CC=1. The product is [CH2:1]([C:3]1[CH2:4][CH:5]2[CH:8]([CH:9]=1)[C:7]([CH:10]([C:18]([O:20][C:21]([CH3:23])([CH3:22])[CH3:24])=[O:19])[C:11]([O:13][C:14]([CH3:17])([CH3:15])[CH3:16])=[O:12])([CH2:39][N+:36]([O-:38])=[O:37])[CH2:6]2)[CH3:2]. The yield is 0.780. (3) The reactants are C(OC([N:8]1[CH2:13][CH2:12][N:11]([C:14]2[CH:15]=[N:16][C:17]([NH:20][C:21]3[N:26]=[C:25]([NH:27][CH:28]4[CH2:32][CH2:31][CH2:30][CH2:29]4)[C:24]([C:33]#[N:34])=[CH:23][N:22]=3)=[CH:18][CH:19]=2)[CH2:10][CH2:9]1)=O)(C)(C)C.Cl. The catalyst is CCOC(C)=O. The product is [CH:28]1([NH:27][C:25]2[C:24]([C:33]#[N:34])=[CH:23][N:22]=[C:21]([NH:20][C:17]3[CH:18]=[CH:19][C:14]([N:11]4[CH2:12][CH2:13][NH:8][CH2:9][CH2:10]4)=[CH:15][N:16]=3)[N:26]=2)[CH2:32][CH2:31][CH2:30][CH2:29]1. The yield is 0.722. (4) The yield is 0.960. The reactants are [C:1]([Si:5]([C:30]1[CH:35]=[CH:34][CH:33]=[CH:32][CH:31]=1)([C:24]1[CH:29]=[CH:28][CH:27]=[CH:26][CH:25]=1)[O:6][CH2:7][CH2:8][CH:9]1[NH:13][C:12](=[O:14])[N:11]([CH2:15][C:16]2[CH:21]=[CH:20][C:19]([CH3:22])=[CH:18][CH:17]=2)[C:10]1=[O:23])([CH3:4])([CH3:3])[CH3:2].[H-].[Na+].[CH2:38](I)[CH2:39][CH3:40]. The catalyst is CN(C=O)C. The product is [C:1]([Si:5]([C:30]1[CH:35]=[CH:34][CH:33]=[CH:32][CH:31]=1)([C:24]1[CH:29]=[CH:28][CH:27]=[CH:26][CH:25]=1)[O:6][CH2:7][CH2:8][CH:9]1[N:13]([CH2:38][CH2:39][CH3:40])[C:12](=[O:14])[N:11]([CH2:15][C:16]2[CH:21]=[CH:20][C:19]([CH3:22])=[CH:18][CH:17]=2)[C:10]1=[O:23])([CH3:4])([CH3:2])[CH3:3]. (5) The reactants are [CH3:1][C:2]1[C:10]2[S:11][CH:12]=[CH:13][C:9]=2[C:8]([CH3:14])=[C:4]2[S:5][CH:6]=[CH:7][C:3]=12.C([Li])(C)(C)C.[CH3:20][Sn:21](Cl)([CH3:23])[CH3:22]. The catalyst is O1CCCC1. The product is [CH3:14][C:8]1[C:4]2[S:5][C:6]([Sn:21]([CH3:23])([CH3:22])[CH3:20])=[CH:7][C:3]=2[C:2]([CH3:1])=[C:10]2[S:11][C:12]([Sn:21]([CH3:23])([CH3:22])[CH3:20])=[CH:13][C:9]=12. The yield is 0.740. (6) The reactants are [CH3:1][C@H:2]1[CH2:7][CH2:6][CH2:5][C:4](=[O:8])[CH2:3]1.[C:9](=O)([O:12]C)[O:10][CH3:11].[H-].[Na+].CO. The catalyst is C(OCC)C. The product is [CH3:1][C@H:2]1[CH2:7][CH2:6][CH:5]([C:9]([O:10][CH3:11])=[O:12])[C:4](=[O:8])[CH2:3]1. The yield is 1.00. (7) The yield is 0.570. The reactants are [CH3:1][N:2]1[CH2:7][CH2:6][N:5]([C:8]2[CH:13]=[CH:12][C:11]([CH2:14][C:15]([O:17]C)=O)=[CH:10][CH:9]=2)[CH2:4][CH2:3]1.[NH3:19]. The product is [CH3:1][N:2]1[CH2:7][CH2:6][N:5]([C:8]2[CH:13]=[CH:12][C:11]([CH2:14][C:15]([NH2:19])=[O:17])=[CH:10][CH:9]=2)[CH2:4][CH2:3]1. No catalyst specified. (8) The reactants are [NH:1]1[CH:5]=[C:4]([C:6]2[C:7]([C:15]3[CH:20]=[CH:19][CH:18]=[CH:17][CH:16]=3)=[N:8][O:9][C:10]=2[C:11]([F:14])([F:13])[F:12])[N:3]=[CH:2]1.F[C:22]1[CH:27]=[CH:26][C:25]([N+:28]([O-:30])=[O:29])=[CH:24][CH:23]=1. No catalyst specified. The product is [N+:28]([C:25]1[CH:26]=[CH:27][C:22]([N:1]2[CH:5]=[C:4]([C:6]3[C:7]([C:15]4[CH:16]=[CH:17][CH:18]=[CH:19][CH:20]=4)=[N:8][O:9][C:10]=3[C:11]([F:14])([F:12])[F:13])[N:3]=[CH:2]2)=[CH:23][CH:24]=1)([O-:30])=[O:29]. The yield is 0.120. (9) The reactants are N(C(OCC)=O)=NC(OCC)=O.[CH:13]1([OH:18])[CH2:17][CH2:16][CH2:15][CH2:14]1.C1(P(C2C=CC=CC=2)C2C=CC=CC=2)C=CC=CC=1.O[C:39]1[CH:44]=[CH:43][C:42]([CH2:45][CH2:46][C:47]([CH3:57])([S:53]([CH3:56])(=[O:55])=[O:54])[C:48]([O:50][CH2:51][CH3:52])=[O:49])=[CH:41][CH:40]=1. The catalyst is C1COCC1. The product is [CH:13]1([O:18][C:39]2[CH:40]=[CH:41][C:42]([CH2:45][CH2:46][C:47]([CH3:57])([S:53]([CH3:56])(=[O:55])=[O:54])[C:48]([O:50][CH2:51][CH3:52])=[O:49])=[CH:43][CH:44]=2)[CH2:17][CH2:16][CH2:15][CH2:14]1. The yield is 0.678. (10) The reactants are [H-].[Al+3].[Li+].[H-].[H-].[H-].O1CCCC1.[Cl:12][C:13]1[CH:18]=[CH:17][C:16]([S:19]([CH:22]([C:29]2[CH:34]=[C:33]([F:35])[CH:32]=[CH:31][C:30]=2[F:36])[CH2:23][C:24](OCC)=[O:25])(=[O:21])=[O:20])=[CH:15][CH:14]=1.[Cl-].[NH4+]. The catalyst is CCOCC.C(OCC)(=O)C.CCCCCC. The product is [Cl:12][C:13]1[CH:14]=[CH:15][C:16]([S:19]([CH:22]([C:29]2[CH:34]=[C:33]([F:35])[CH:32]=[CH:31][C:30]=2[F:36])[CH2:23][CH2:24][OH:25])(=[O:21])=[O:20])=[CH:17][CH:18]=1. The yield is 0.340.